The task is: Predict the reactants needed to synthesize the given product.. This data is from Full USPTO retrosynthesis dataset with 1.9M reactions from patents (1976-2016). (1) Given the product [F:1][C:2]1[CH:3]=[CH:4][C:5]2[N:9]=[C:8]([C@@H:10]([NH:14][C:24]3[N:32]=[CH:31][N:30]=[C:29]4[C:25]=3[N:26]=[CH:27][N:28]4[CH:33]3[CH2:38][CH2:37][CH2:36][CH2:35][O:34]3)[CH2:11][O:12][CH3:13])[N:7]([C:15]3[CH:16]=[CH:17][CH:18]=[CH:19][CH:20]=3)[C:6]=2[C:21]=1[CH3:22], predict the reactants needed to synthesize it. The reactants are: [F:1][C:2]1[CH:3]=[CH:4][C:5]2[N:9]=[C:8]([C@@H:10]([NH2:14])[CH2:11][O:12][CH3:13])[N:7]([C:15]3[CH:20]=[CH:19][CH:18]=[CH:17][CH:16]=3)[C:6]=2[C:21]=1[CH3:22].Cl[C:24]1[N:32]=[CH:31][N:30]=[C:29]2[C:25]=1[N:26]=[CH:27][N:28]2[CH:33]1[CH2:38][CH2:37][CH2:36][CH2:35][O:34]1.CCN(C(C)C)C(C)C. (2) Given the product [CH3:15][C:6]([CH3:16])([CH2:7][O:8][CH:9]1[CH2:14][CH2:13][CH2:12][CH2:11][O:10]1)[CH2:5][CH2:4][CH2:3][CH2:2][S:26][CH2:2][CH2:3][CH2:4][CH2:5][C:6]([CH3:16])([CH3:15])[CH2:7][O:17][CH:11]1[CH2:12][CH2:13][CH2:14][CH2:9][O:18]1, predict the reactants needed to synthesize it. The reactants are: Br[CH2:2][CH2:3][CH2:4][CH2:5][C:6]([CH3:16])([CH3:15])[CH2:7][O:8][CH:9]1[CH2:14][CH2:13][CH2:12][CH2:11][O:10]1.[OH2:17].[OH2:18].O.O.O.O.O.O.O.[S-2:26].[Na+].[Na+]. (3) The reactants are: [CH2:1]([O:13][C:14]1[CH:20]=[CH:19][C:17]([NH2:18])=[CH:16][CH:15]=1)[CH2:2][CH2:3][CH2:4][CH2:5][CH2:6][CH2:7][CH2:8][CH2:9][CH2:10][CH2:11][CH3:12].N1C=CC=CC=1.Cl[C:28](=[O:34])[C:29]([O:31][CH2:32][CH3:33])=[O:30].Cl. Given the product [CH2:32]([O:31][C:29](=[O:30])[C:28]([NH:18][C:17]1[CH:19]=[CH:20][C:14]([O:13][CH2:1][CH2:2][CH2:3][CH2:4][CH2:5][CH2:6][CH2:7][CH2:8][CH2:9][CH2:10][CH2:11][CH3:12])=[CH:15][CH:16]=1)=[O:34])[CH3:33], predict the reactants needed to synthesize it.